Dataset: Reaction yield outcomes from USPTO patents with 853,638 reactions. Task: Predict the reaction yield, written as a fraction of the theoretical maximum amount of product (1.0 means a 100% yield; for example, 0.34 means a 34% yield). (1) The reactants are [OH:1][C:2]1[CH:7]=[CH:6][C:5]([C:8](=O)[CH2:9][N:10]2[CH:14]=[CH:13][CH:12]=[C:11]2[C:15]([O:17]C)=O)=[CH:4][CH:3]=1.[CH2:20]([NH2:23])[CH2:21][NH2:22]. The catalyst is O1CCOCC1. The product is [OH:1][C:2]1[CH:3]=[CH:4][C:5]([C:8]23[NH:23][CH2:20][CH2:21][N:22]2[C:15](=[O:17])[C:11]2[N:10]([CH:14]=[CH:13][CH:12]=2)[CH2:9]3)=[CH:6][CH:7]=1. The yield is 0.860. (2) The reactants are [NH2:1][C:2]1C2C(=NC=CN=2)SC=1C(O)=O.[CH3:14]N(C(ON1N=NC2C=CC=NC1=2)=[N+](C)C)C.F[P-](F)(F)(F)(F)F.CCN([CH:44]([CH3:46])[CH3:45])C(C)C.[F:47][C:48]1[CH:54]=[C:53]([F:55])[C:52]([N+:56]([O-:58])=[O:57])=[CH:51][C:49]=1[NH2:50].[C:59](O)(=O)[CH2:60][C:61]([CH2:66][C:67](O)=O)([C:63]([OH:65])=O)O. The catalyst is CN(C=O)C. The product is [C:2]([C:44]([C:67]1[CH:66]=[C:61]([CH:60]=[CH:59][CH:14]=1)[C:63]([NH:50][C:49]1[CH:51]=[C:52]([N+:56]([O-:58])=[O:57])[C:53]([F:55])=[CH:54][C:48]=1[F:47])=[O:65])([CH3:45])[CH3:46])#[N:1]. The yield is 0.480. (3) The reactants are C(Cl)(=O)C(Cl)=O.CS(C)=O.[Cl:11][C:12]1[CH:17]=[CH:16][CH:15]=[C:14]([CH3:18])[C:13]=1[S:19]([N:22]1[CH2:27][CH2:26][CH2:25][CH2:24][CH:23]1[CH2:28][OH:29])(=[O:21])=[O:20].C(N(CC)CC)C. The catalyst is C(Cl)Cl. The product is [Cl:11][C:12]1[CH:17]=[CH:16][CH:15]=[C:14]([CH3:18])[C:13]=1[S:19]([N:22]1[CH2:27][CH2:26][CH2:25][CH2:24][CH:23]1[CH:28]=[O:29])(=[O:21])=[O:20]. The yield is 0.800. (4) The reactants are [BrH:1].[O:2]1[CH2:7][CH2:6][N:5]([C:8]2[CH:9]=[C:10](N)[C:11]([N+:14]([O-:16])=[O:15])=[N:12][CH:13]=2)[CH2:4][CH2:3]1.N([O-])=O.[Na+]. The catalyst is O. The product is [Br:1][C:10]1[CH:9]=[C:8]([N:5]2[CH2:6][CH2:7][O:2][CH2:3][CH2:4]2)[CH:13]=[N:12][C:11]=1[N+:14]([O-:16])=[O:15]. The yield is 0.960. (5) The reactants are [OH:1][CH:2]1[CH2:7][CH2:6][N:5]([CH2:8][C:9]2[CH:14]=[CH:13][CH:12]=[CH:11][CH:10]=2)[CH2:4][CH2:3]1.[H-].[Na+].[CH3:17][C:18]1[NH:19][C:20]([CH3:40])=[CH:21][C:22]=1[C:23]1[CH:28]=[CH:27][CH:26]=[C:25]([C:29]2[C:38]3[C:33](=[CH:34][CH:35]=[CH:36][CH:37]=3)[C:32](F)=[CH:31][CH:30]=2)[N:24]=1.O. The catalyst is CN(C)C=O. The product is [CH3:17][C:18]1[NH:19][C:20]([CH3:40])=[CH:21][C:22]=1[C:23]1[CH:28]=[CH:27][CH:26]=[C:25]([C:29]2[C:38]3[C:33](=[CH:34][CH:35]=[CH:36][CH:37]=3)[C:32]([O:1][CH:2]3[CH2:7][CH2:6][N:5]([CH2:8][C:9]4[CH:14]=[CH:13][CH:12]=[CH:11][CH:10]=4)[CH2:4][CH2:3]3)=[CH:31][CH:30]=2)[N:24]=1. The yield is 0.540. (6) The reactants are [OH:1][CH2:2][C:3]1[CH:4]=[C:5]([S:9]([NH:12][CH2:13][C:14]2[CH:19]=[CH:18][CH:17]=[CH:16][N:15]=2)(=[O:11])=[O:10])[CH:6]=[CH:7][CH:8]=1. The catalyst is CO.C(Cl)Cl.O=[Mn]=O. The product is [CH:2]([C:3]1[CH:4]=[C:5]([S:9]([NH:12][CH2:13][C:14]2[CH:19]=[CH:18][CH:17]=[CH:16][N:15]=2)(=[O:11])=[O:10])[CH:6]=[CH:7][CH:8]=1)=[O:1]. The yield is 0.790. (7) The reactants are [F:1][C:2]1[N:6]2[CH:7]=[C:8]([O:11][C:12]3[CH:17]=[CH:16][C:15]([N+:18]([O-])=O)=[CH:14][C:13]=3[F:21])[CH:9]=[CH:10][C:5]2=[N:4][C:3]=1[NH:22][C:23]([CH:25]1[CH2:27][CH2:26]1)=[O:24].[F:28][C:29]1[CH:34]=[CH:33][C:32]([N:35]2[C:40]([CH3:41])=[CH:39][CH:38]=[C:37]([C:42](O)=[O:43])[C:36]2=[O:45])=[CH:31][CH:30]=1.C(N(CC)C(C)C)(C)C.CN(C(ON1N=NC2C=CC=NC1=2)=[N+](C)C)C.F[P-](F)(F)(F)(F)F.C(=O)([O-])O.[Na+]. The catalyst is C(O)C.O.C(OCC)(=O)C.[Cl-].[NH4+].CN(C)C=O. The product is [CH:25]1([C:23]([NH:22][C:3]2[N:4]=[C:5]3[CH:10]=[CH:9][C:8]([O:11][C:12]4[CH:17]=[CH:16][C:15]([NH:18][C:42]([C:37]5[C:36](=[O:45])[N:35]([C:32]6[CH:31]=[CH:30][C:29]([F:28])=[CH:34][CH:33]=6)[C:40]([CH3:41])=[CH:39][CH:38]=5)=[O:43])=[CH:14][C:13]=4[F:21])=[CH:7][N:6]3[C:2]=2[F:1])=[O:24])[CH2:27][CH2:26]1. The yield is 0.340. (8) The reactants are [OH:1][CH2:2][CH:3]([CH2:5][OH:6])[OH:4]. The catalyst is C(O)C. The product is [O:1]=[CH:2][C@@H:3]([C@H:5]([C@@H:2]([C@@H:3]([CH2:5][OH:6])[OH:4])[OH:1])[OH:6])[OH:4]. The yield is 0.0500. (9) The catalyst is CN(C)C=O. The product is [Br:14][C:15]1[CH:20]=[CH:19][C:18]([O:21][C:2]2[CH:9]=[CH:8][C:5]([C:6]#[N:7])=[CH:4][C:3]=2[O:10][CH2:11][O:12][CH3:13])=[CH:17][C:16]=1[CH:22]1[O:23][CH2:24][CH2:25][O:26]1. The reactants are F[C:2]1[CH:9]=[CH:8][C:5]([C:6]#[N:7])=[CH:4][C:3]=1[O:10][CH2:11][O:12][CH3:13].[Br:14][C:15]1[CH:20]=[CH:19][C:18]([OH:21])=[CH:17][C:16]=1[CH:22]1[O:26][CH2:25][CH2:24][O:23]1.C(=O)([O-])[O-].[K+].[K+].C(OCC)(=O)C.O. The yield is 0.440.